From a dataset of Full USPTO retrosynthesis dataset with 1.9M reactions from patents (1976-2016). Predict the reactants needed to synthesize the given product. (1) Given the product [N:1]1[CH:6]=[CH:5][CH:4]=[C:3]([C:53]2[CH:54]=[CH:55][C:50]([CH2:49][N:19]3[C:27]4[C:22](=[CH:23][CH:24]=[CH:25][CH:26]=4)[C:21]4([CH2:31][O:30][C:29]5[CH:32]=[C:33]6[C:37](=[CH:38][C:28]4=5)[CH2:36][CH2:35][O:34]6)[C:20]3=[O:39])=[CH:51][CH:52]=2)[CH:2]=1, predict the reactants needed to synthesize it. The reactants are: [N:1]1[CH:6]=[CH:5][CH:4]=[C:3](B(O)O)[CH:2]=1.N1C=CC(B(O)O)=CC=1.[NH:19]1[C:27]2[C:22](=[CH:23][CH:24]=[CH:25][CH:26]=2)[C:21]2([CH2:31][O:30][C:29]3[CH:32]=[C:33]4[C:37](=[CH:38][C:28]2=3)[CH2:36][CH2:35][O:34]4)[C:20]1=[O:39].BrC1OC(CN2[C:55]3[C:50](=[CH:51][CH:52]=[CH:53][CH:54]=3)[C:49]3(CO[C:53]4[CH:52]=[C:51]5[C:50](=[CH:55][C:54]3=4)[CH2:49]CO5)C2=O)=CC=1. (2) Given the product [F:14][C:5]1[CH:6]=[C:7]2[C:2]([C:12]([CH3:16])=[CH:10][C:9](=[O:13])[NH:8]2)=[N:3][CH:4]=1, predict the reactants needed to synthesize it. The reactants are: Cl[C:2]1[C:7]([NH:8][C:9](=[O:13])[C:10]([CH3:12])=C)=[CH:6][C:5]([F:14])=[CH:4][N:3]=1.O.[CH:16](Cl)(Cl)Cl.CO. (3) Given the product [Cl:19][C:20]1[C:21]([CH3:30])=[C:22]([S:26]([NH:14][C:12]2[S:13][C:9]3[CH2:8][CH2:7][C:6]4=[C:2]([Cl:1])[S:3][C:4]([S:15]([CH3:18])(=[O:17])=[O:16])=[C:5]4[C:10]=3[N:11]=2)(=[O:28])=[O:27])[CH:23]=[CH:24][CH:25]=1, predict the reactants needed to synthesize it. The reactants are: [Cl:1][C:2]1[S:3][C:4]([S:15]([CH3:18])(=[O:17])=[O:16])=[C:5]2[C:10]3[N:11]=[C:12]([NH2:14])[S:13][C:9]=3[CH2:8][CH2:7][C:6]=12.[Cl:19][C:20]1[C:21]([CH3:30])=[C:22]([S:26](Cl)(=[O:28])=[O:27])[CH:23]=[CH:24][CH:25]=1. (4) Given the product [NH:30]1[C:31]2[C:27](=[CH:26][C:25]([CH2:24][NH:23][C:19]([C:17]3[S:16][C:11]4[N:10]([C:9](=[O:22])[N:8]([CH2:1][C:2]5[CH:3]=[CH:4][CH:5]=[CH:6][CH:7]=5)[C:13](=[O:14])[C:12]=4[CH3:15])[CH:18]=3)=[O:20])=[CH:33][CH:32]=2)[CH:28]=[CH:29]1, predict the reactants needed to synthesize it. The reactants are: [CH2:1]([N:8]1[C:13](=[O:14])[C:12]([CH3:15])=[C:11]2[S:16][C:17]([C:19](O)=[O:20])=[CH:18][N:10]2[C:9]1=[O:22])[C:2]1[CH:7]=[CH:6][CH:5]=[CH:4][CH:3]=1.[NH2:23][CH2:24][C:25]1[CH:26]=[C:27]2[C:31](=[CH:32][CH:33]=1)[NH:30][CH:29]=[CH:28]2.O.ON1C2C=CC=CC=2N=N1.Cl.CN(C)CCCN=C=NCC. (5) Given the product [Cl:1][C:2]1[CH:3]=[CH:4][C:5]([C:20]([F:23])([F:22])[F:21])=[C:6]([CH:19]=1)[CH2:7][N:8]1[CH2:13][CH2:12][NH:11][C:10]2[N:14]=[CH:15][C:16]([C:40]3[CH:41]=[CH:42][C:37]([C:35]([N:32]4[CH2:31][CH2:30][CH:29]([N:24]5[CH2:25][CH2:26][CH2:27][CH2:28]5)[CH2:34][CH2:33]4)=[O:36])=[CH:38][CH:39]=3)=[CH:17][C:9]1=2, predict the reactants needed to synthesize it. The reactants are: [Cl:1][C:2]1[CH:3]=[CH:4][C:5]([C:20]([F:23])([F:22])[F:21])=[C:6]([CH:19]=1)[CH2:7][N:8]1[CH2:13][CH2:12][NH:11][C:10]2[N:14]=[CH:15][C:16](I)=[CH:17][C:9]1=2.[N:24]1([CH:29]2[CH2:34][CH2:33][N:32]([C:35]([C:37]3[CH:42]=[CH:41][C:40](B4OC(C)(C)C(C)(C)O4)=[CH:39][CH:38]=3)=[O:36])[CH2:31][CH2:30]2)[CH2:28][CH2:27][CH2:26][CH2:25]1. (6) Given the product [CH3:1][S:2]([C:5]1[CH:6]=[CH:7][C:8]([O:14][C@@H:15]([CH3:20])[C:16]([F:19])([F:18])[F:17])=[C:9]([C:10]([N:38]2[CH2:37][CH2:36][N:35]([C:33]3[S:34][C:30]([C:29]([F:41])([F:28])[F:42])=[N:31][N:32]=3)[CH2:40][CH2:39]2)=[O:12])[CH:13]=1)(=[O:3])=[O:4], predict the reactants needed to synthesize it. The reactants are: [CH3:1][S:2]([C:5]1[CH:6]=[CH:7][C:8]([O:14][C@@H:15]([CH3:20])[C:16]([F:19])([F:18])[F:17])=[C:9]([CH:13]=1)[C:10]([OH:12])=O)(=[O:4])=[O:3].FC(F)(F)C(O)=O.[F:28][C:29]([F:42])([F:41])[C:30]1[S:34][C:33]([N:35]2[CH2:40][CH2:39][NH:38][CH2:37][CH2:36]2)=[N:32][N:31]=1. (7) Given the product [C:1]([C:3]1[CH:4]=[C:5]([NH:9][C:10]2[C:19]3[C:14](=[CH:15][C:16]([O:21][CH3:22])=[C:17]([NH:20][CH:24]4[CH2:29][CH2:28][N:27]([C:30]([O:32][CH2:33][C:34]5[CH:35]=[CH:36][CH:37]=[CH:38][CH:39]=5)=[O:31])[CH2:26][CH2:25]4)[CH:18]=3)[N:13]=[CH:12][N:11]=2)[CH:6]=[CH:7][CH:8]=1)#[CH:2], predict the reactants needed to synthesize it. The reactants are: [C:1]([C:3]1[CH:4]=[C:5]([NH:9][C:10]2[C:19]3[C:14](=[CH:15][C:16]([O:21][CH3:22])=[C:17]([NH2:20])[CH:18]=3)[N:13]=[CH:12][N:11]=2)[CH:6]=[CH:7][CH:8]=1)#[CH:2].O=[C:24]1[CH2:29][CH2:28][N:27]([C:30]([O:32][CH2:33][C:34]2[CH:39]=[CH:38][CH:37]=[CH:36][CH:35]=2)=[O:31])[CH2:26][CH2:25]1. (8) The reactants are: [CH3:1][NH:2][C@@H:3]([C:8]([OH:10])=[O:9])[CH2:4][C:5]([OH:7])=[O:6].CC1[O:17][NH:16]C(=O)C=1C[CH:19]([NH2:23])[C:20]([OH:22])=[O:21].[CH2:24]([CH2:29][NH2:30])[CH2:25][C:26](O)=O.O=[C:41]([O-:42])[C@@H:39]([C@H:39]([C@@H:41]([C@@H:39]([CH2:41][OH:42])[OH:40])[OH:42])[OH:40])[OH:40].[K+].[Cl-].[K+].[Na+].[Cl-].C1N(CCO)CC[N:51]([CH2:58][CH2:59]S(O)(=O)=O)C1.C([N:81]([CH2:86]C(O)=O)CC(O)=O)COCCOCCN(CC(O)=O)CC(O)=O.[O:90]=C[C@@H]([C@H]([C@@H]([C@@H](CO)O)O)O)O. Given the product [CH3:1][NH:2][C@@H:3]([C:8]([OH:10])=[O:9])[CH2:4][C:5]([OH:7])=[O:6].[CH:24]1[C:29]2[C:58](=[N:51][C:39]([C:41]([N:30]=2)=[O:42])=[O:40])[CH:59]=[C:26]([N+:16]([O-:17])=[O:90])[C:25]=1[C:86]#[N:81].[NH2:23][CH2:19][C:20]([OH:22])=[O:21], predict the reactants needed to synthesize it. (9) Given the product [CH3:1][O:2][C:3](=[O:18])[C:4]1[CH:9]=[CH:8][CH:7]=[C:6]([CH2:10][C:11]2[CH:16]=[CH:15][CH:14]=[CH:13][CH:12]=2)[CH:5]=1, predict the reactants needed to synthesize it. The reactants are: [CH3:1][O:2][C:3](=[O:18])[C:4]1[CH:9]=[CH:8][CH:7]=[C:6]([C:10](=O)[C:11]2[CH:16]=[CH:15][CH:14]=[CH:13][CH:12]=2)[CH:5]=1.C([SiH](CC)CC)C.